Dataset: Forward reaction prediction with 1.9M reactions from USPTO patents (1976-2016). Task: Predict the product of the given reaction. (1) Given the reactants [Mg].II.Br[CH2:5][CH2:6]Br.Br[C:9]1[CH:17]=[C:16]([CH2:18][CH3:19])[C:12]([N:13]([CH3:15])[CH3:14])=[C:11]([CH2:20][CH3:21])[CH:10]=1.[P:22]([O-:29])(OCC)OCC, predict the reaction product. The product is: [CH3:14][N:13]([CH3:15])[C:12]1[C:11]([CH2:20][CH3:21])=[CH:10][C:9]([PH:22](=[O:29])[C:9]2[CH:17]=[C:16]([CH2:18][CH3:19])[C:12]([N:13]([CH3:15])[CH3:14])=[C:11]([CH2:20][CH3:21])[CH:10]=2)=[CH:17][C:16]=1[CH2:5][CH3:6]. (2) Given the reactants [Cl:1][C:2]1[CH:7]=[CH:6][C:5]([C:8]2[N:12]([CH:13]([CH:24]3[CH2:29][CH2:28][CH2:27][CH2:26][CH2:25]3)[CH2:14][O:15][C:16]3[CH:23]=[CH:22][C:19]([C:20]#[N:21])=[CH:18][N:17]=3)[C:11]3[CH:30]=[C:31]([F:35])[C:32]([F:34])=[CH:33][C:10]=3[N:9]=2)=[CH:4][CH:3]=1.[N-:36]=[N+:37]=[N-:38].[Na+].Cl.C(N(CC)CC)C.Cl, predict the reaction product. The product is: [Cl:1][C:2]1[CH:7]=[CH:6][C:5]([C:8]2[N:12]([CH:13]([CH:24]3[CH2:29][CH2:28][CH2:27][CH2:26][CH2:25]3)[CH2:14][O:15][C:16]3[CH:23]=[CH:22][C:19]([C:20]4[NH:38][N:37]=[N:36][N:21]=4)=[CH:18][N:17]=3)[C:11]3[CH:30]=[C:31]([F:35])[C:32]([F:34])=[CH:33][C:10]=3[N:9]=2)=[CH:4][CH:3]=1. (3) Given the reactants I[C:2]#[C:3][CH2:4][CH2:5][CH2:6][CH2:7][CH2:8][OH:9].[CH3:10][Si:11]([C:14]#[CH:15])([CH3:13])[CH3:12].C(NC(C)C)(C)C, predict the reaction product. The product is: [CH3:10][Si:11]([CH3:13])([CH3:12])[C:14]#[C:15][C:2]#[C:3][CH2:4][CH2:5][CH2:6][CH2:7][CH2:8][OH:9]. (4) Given the reactants Cl[C:2]1[CH:3]=[C:4]2[C:9](=[C:10]([F:12])[CH:11]=1)[N:8]=[CH:7][CH:6]=[CH:5]2.CN1[CH2:18][CH2:17][CH2:16][C:15]1=O.C([Mg]Cl)CCC, predict the reaction product. The product is: [CH2:15]([C:2]1[CH:3]=[C:4]2[C:9](=[C:10]([F:12])[CH:11]=1)[N:8]=[CH:7][CH:6]=[CH:5]2)[CH2:16][CH2:17][CH3:18]. (5) Given the reactants [Cl:1][C:2]1[C:7]([Cl:8])=[CH:6][CH:5]=[CH:4][C:3]=1[C:9]1[NH:13][N:12]=[N:11][N:10]=1.C(N(CC)CC)C.Br[CH2:22][C:23]1[CH:24]=[N:25][C:26]([F:29])=[CH:27][CH:28]=1, predict the reaction product. The product is: [Cl:1][C:2]1[C:7]([Cl:8])=[CH:6][CH:5]=[CH:4][C:3]=1[C:9]1[N:13]([CH2:22][C:23]2[CH:28]=[CH:27][C:26]([F:29])=[N:25][CH:24]=2)[N:12]=[N:11][N:10]=1.